Dataset: Catalyst prediction with 721,799 reactions and 888 catalyst types from USPTO. Task: Predict which catalyst facilitates the given reaction. (1) Reactant: [C:1](=[O:46])([O:38][CH2:39][C:40]1[CH:45]=[CH:44][CH:43]=[CH:42][CH:41]=1)[O:2][C@H:3]1[CH2:7][C@H:6]([N:8]2[CH:13]=[C:12]3[CH:14]=[C:15]([C:17]4[CH:22]=[CH:21][C:20]([CH2:23][CH2:24][CH2:25][CH2:26][CH3:27])=[CH:19][CH:18]=4)[O:16][C:11]3=[N:10][C:9]2=[O:28])[O:5][C@@H:4]1[CH2:29][O:30][Si](C(C)(C)C)(C)C.C1CCC(N=C=NC2CCCCC2)CC1.[NH:62]([C:70]([O:72][CH2:73][C:74]1[CH:79]=[CH:78][CH:77]=[CH:76][CH:75]=1)=[O:71])[C@H:63]([C:67](O)=[O:68])[CH:64]([CH3:66])[CH3:65]. Product: [CH2:73]([O:72][C:70]([NH:62][C@@H:63]([CH:64]([CH3:66])[CH3:65])[C:67]([O:30][CH2:29][C@@H:4]1[C@@H:3]([O:2][C:1]([O:38][CH2:39][C:40]2[CH:45]=[CH:44][CH:43]=[CH:42][CH:41]=2)=[O:46])[CH2:7][C@H:6]([N:8]2[CH:13]=[C:12]3[CH:14]=[C:15]([C:17]4[CH:18]=[CH:19][C:20]([CH2:23][CH2:24][CH2:25][CH2:26][CH3:27])=[CH:21][CH:22]=4)[O:16][C:11]3=[N:10][C:9]2=[O:28])[O:5]1)=[O:68])=[O:71])[C:74]1[CH:79]=[CH:78][CH:77]=[CH:76][CH:75]=1. The catalyst class is: 251. (2) Reactant: [CH3:1][C@@H:2]1[CH2:19][N:18]([C:20]([O:22][C:23]([CH3:26])([CH3:25])[CH3:24])=[O:21])[C:6]2[C:7]3[C:8]4[CH:9]=[CH:10][CH:11]=[N:12][C:13]=4[CH:14]=[CH:15][C:16]=3[S:17][C:5]=2[C:4](=[O:27])[N:3]1[C:28]([O:30][C:31]([CH3:34])([CH3:33])[CH3:32])=[O:29].C1C=C(Cl)C=C(C(OO)=[O:43])C=1. Product: [C:31]([O:30][C:28]([N:3]1[C:4](=[O:27])[C:5]2[S:17][C:16]3[CH:15]=[CH:14][C:13]4[N+:12]([O-:43])=[CH:11][CH:10]=[CH:9][C:8]=4[C:7]=3[C:6]=2[N:18]([C:20]([O:22][C:23]([CH3:24])([CH3:25])[CH3:26])=[O:21])[CH2:19][C@H:2]1[CH3:1])=[O:29])([CH3:33])([CH3:32])[CH3:34]. The catalyst class is: 46.